Dataset: Catalyst prediction with 721,799 reactions and 888 catalyst types from USPTO. Task: Predict which catalyst facilitates the given reaction. (1) Reactant: [Cl:1][C:2]1[C:3]([C:26]2[N:27]([CH:32]([CH3:34])[CH3:33])[C:28]([CH3:31])=[N:29][CH:30]=2)=[N:4][C:5]([NH:8][CH:9]2[CH2:14][CH2:13][N:12]([S:15]([CH2:18][CH2:19][C:20]([CH3:25])([N+:22]([O-])=O)[CH3:21])(=[O:17])=[O:16])[CH2:11][CH2:10]2)=[N:6][CH:7]=1. Product: [NH2:22][C:20]([CH3:25])([CH3:21])[CH2:19][CH2:18][S:15]([N:12]1[CH2:13][CH2:14][CH:9]([NH:8][C:5]2[N:4]=[C:3]([C:26]3[N:27]([CH:32]([CH3:33])[CH3:34])[C:28]([CH3:31])=[N:29][CH:30]=3)[C:2]([Cl:1])=[CH:7][N:6]=2)[CH2:10][CH2:11]1)(=[O:17])=[O:16]. The catalyst class is: 180. (2) Reactant: [Cl:1][C:2]1[C:10]2[C:5](=[CH:6][C:7]([C:11]([NH:13][CH:14]([C:24]3[CH:29]=[CH:28][C:27]([F:30])=[CH:26][CH:25]=3)[CH2:15][O:16][CH2:17][CH:18]3[CH2:23][CH2:22][NH:21][CH2:20][CH2:19]3)=[O:12])=[CH:8][CH:9]=2)[NH:4][CH:3]=1.[CH3:31][C:32]([CH3:34])=O. Product: [Cl:1][C:2]1[C:10]2[C:5](=[CH:6][C:7]([C:11]([NH:13][CH:14]([C:24]3[CH:29]=[CH:28][C:27]([F:30])=[CH:26][CH:25]=3)[CH2:15][O:16][CH2:17][CH:18]3[CH2:23][CH2:22][N:21]([CH:32]([CH3:34])[CH3:31])[CH2:20][CH2:19]3)=[O:12])=[CH:8][CH:9]=2)[NH:4][CH:3]=1. The catalyst class is: 10. (3) Product: [C:30]([C:28]1[CH:27]=[CH:26][N:25]=[C:24]([CH2:23][N:12]([CH2:11][C:6]2[CH:5]=[CH:4][C:3]([CH2:2][NH:1][C:45]([CH:37]3[CH2:38][C:39]4[C:44](=[CH:43][CH:42]=[CH:41][CH:40]=4)[CH2:35][NH:36]3)=[O:46])=[CH:8][C:7]=2[CH2:9][OH:10])[CH:13]2[C:22]3[N:21]=[CH:20][CH:19]=[CH:18][C:17]=3[CH2:16][CH2:15][CH2:14]2)[CH:29]=1)([CH3:33])([CH3:32])[CH3:31]. The catalyst class is: 2. Reactant: [NH2:1][CH2:2][C:3]1[CH:4]=[CH:5][C:6]([CH2:11][N:12]([CH2:23][C:24]2[CH:29]=[C:28]([C:30]([CH3:33])([CH3:32])[CH3:31])[CH:27]=[CH:26][N:25]=2)[CH:13]2[C:22]3[N:21]=[CH:20][CH:19]=[CH:18][C:17]=3[CH2:16][CH2:15][CH2:14]2)=[C:7]([CH2:9][OH:10])[CH:8]=1.Cl.[CH2:35]1[C:44]2[C:39](=[CH:40][CH:41]=[CH:42][CH:43]=2)[CH2:38][CH:37]([C:45](O)=[O:46])[NH:36]1.C1C=CC2N(O)N=NC=2C=1.CCN=C=NCCCN(C)C.CCN(C(C)C)C(C)C. (4) Reactant: [CH2:1]([O:3][C:4](=[O:13])[CH2:5][CH:6]([C:10](=[O:12])[CH3:11])[C:7](=[O:9])[CH3:8])[CH3:2].IC.[C:16](=O)([O-])[O-].[K+].[K+]. Product: [CH2:1]([O:3][C:4](=[O:13])[CH2:5][C:6]([C:7](=[O:9])[CH3:8])([CH3:16])[C:10](=[O:12])[CH3:11])[CH3:2]. The catalyst class is: 21.